Dataset: Catalyst prediction with 721,799 reactions and 888 catalyst types from USPTO. Task: Predict which catalyst facilitates the given reaction. (1) Reactant: C(OC([N:8]([CH2:32][C:33]1[CH:51]=[CH:50][C:36]([C:37]([O:39][CH2:40][O:41]/[N:42]=[N+:43](\[O-:49])/[N:44]([CH2:47][CH3:48])[CH2:45][CH3:46])=[O:38])=[CH:35][CH:34]=1)[S:9]([C:12]1[CH:17]=[C:16]([C:18](=[O:30])[NH:19][N:20]2[C:28]3[C:23](=[CH:24][CH:25]=[CH:26][CH:27]=3)[CH2:22][C@H:21]2[CH3:29])[CH:15]=[CH:14][C:13]=1[Cl:31])(=[O:11])=[O:10])=O)(C)(C)C. Product: [Cl:31][C:13]1[CH:14]=[CH:15][C:16]([C:18](=[O:30])[NH:19][N:20]2[C:28]3[C:23](=[CH:24][CH:25]=[CH:26][CH:27]=3)[CH2:22][C@H:21]2[CH3:29])=[CH:17][C:12]=1[S:9]([NH:8][CH2:32][C:33]1[CH:34]=[CH:35][C:36]([C:37]([O:39][CH2:40][O:41]/[N:42]=[N+:43](\[O-:49])/[N:44]([CH2:45][CH3:46])[CH2:47][CH3:48])=[O:38])=[CH:50][CH:51]=1)(=[O:11])=[O:10]. The catalyst class is: 89. (2) Reactant: C[O:2][C:3]([C:5]1[C:9]([NH:10][C:11]([C:13]2[O:14][C:15]([CH3:25])=[C:16]([CH2:18][N:19]3[CH2:24][CH2:23][O:22][CH2:21][CH2:20]3)[CH:17]=2)=[O:12])=[CH:8][NH:7][N:6]=1)=[O:4]. Product: [CH3:25][C:15]1[O:14][C:13]([C:11]([NH:10][C:9]2[C:5]([C:3]([OH:4])=[O:2])=[N:6][NH:7][CH:8]=2)=[O:12])=[CH:17][C:16]=1[CH2:18][N:19]1[CH2:24][CH2:23][O:22][CH2:21][CH2:20]1. The catalyst class is: 562. (3) Reactant: [Br:1][C:2]1[C:3]([F:13])=[C:4]([CH2:8][CH2:9][C:10](O)=[O:11])[CH:5]=[CH:6][CH:7]=1.CN(C)C=O.C(Cl)(=O)C([Cl:22])=O. Product: [Br:1][C:2]1[C:3]([F:13])=[C:4]([CH2:8][CH2:9][C:10]([Cl:22])=[O:11])[CH:5]=[CH:6][CH:7]=1. The catalyst class is: 4. (4) Reactant: Cl[C:2]1[C:7]([N+:8]([O-:10])=[O:9])=[C:6]([Cl:11])[N:5]=[CH:4][N:3]=1.[NH:12]([CH2:20][C:21]1[CH:26]=[CH:25][CH:24]=[CH:23][CH:22]=1)[CH2:13][C:14]1[CH:19]=[CH:18][CH:17]=[CH:16][CH:15]=1. Product: [CH2:20]([N:12]([CH2:13][C:14]1[CH:19]=[CH:18][CH:17]=[CH:16][CH:15]=1)[C:2]1[C:7]([N+:8]([O-:10])=[O:9])=[C:6]([Cl:11])[N:5]=[CH:4][N:3]=1)[C:21]1[CH:26]=[CH:25][CH:24]=[CH:23][CH:22]=1. The catalyst class is: 34. (5) Reactant: [F:1][C:2]1[C:7]([F:8])=[CH:6][CH:5]=[CH:4][C:3]=1[C:9]1[N:23]=[C:12]2[CH:13]=[N:14][N:15]([CH2:17][C:18]3[O:22][N:21]=[CH:20][CH:19]=3)[CH:16]=[C:11]2[N:10]=1.[CH2:24]([O:27][C:28]1[CH:36]=[CH:35][CH:34]=[CH:33][C:29]=1[C:30]([OH:32])=O)[CH2:25][CH3:26].CN(C(ON1N=NC2C=CC=NC1=2)=[N+](C)C)C.F[P-](F)(F)(F)(F)F.C(N(C(C)C)CC)(C)C.[NH2:70][CH2:71][CH2:72][N:73]1[CH2:78][CH2:77][O:76][CH2:75][CH2:74]1. Product: [F:1][C:2]1[C:7]([F:8])=[CH:6][CH:5]=[CH:4][C:3]=1[C:9]1[N:23]=[C:12]2[CH:13]=[N:14][N:15]([CH2:17][C:18]3[O:22][N:21]=[C:20]([C:34]4[CH:35]=[CH:36][C:28]([O:27][CH2:24][CH2:25][CH3:26])=[C:29]([CH:33]=4)[C:30]([NH:70][CH2:71][CH2:72][N:73]4[CH2:78][CH2:77][O:76][CH2:75][CH2:74]4)=[O:32])[CH:19]=3)[CH:16]=[C:11]2[N:10]=1. The catalyst class is: 3. (6) Reactant: [NH2:1][C:2]1[CH:6]=[C:5]([Cl:7])[S:4][C:3]=1[S:8]([NH:11][C@H:12]1[CH2:17][CH2:16][CH2:15][N:14]([C:18]([O:20][C:21]([CH3:24])([CH3:23])[CH3:22])=[O:19])[CH2:13]1)(=[O:10])=[O:9].[Cl:25][C:26]([Cl:33])([Cl:32])[C:27]([N:29]=[C:30]=[O:31])=[O:28]. Product: [Cl:7][C:5]1[S:4][C:3]([S:8]([NH:11][C@H:12]2[CH2:17][CH2:16][CH2:15][N:14]([C:18]([O:20][C:21]([CH3:24])([CH3:23])[CH3:22])=[O:19])[CH2:13]2)(=[O:10])=[O:9])=[C:2]([NH:1][C:30]([NH:29][C:27](=[O:28])[C:26]([Cl:33])([Cl:32])[Cl:25])=[O:31])[CH:6]=1. The catalyst class is: 1. (7) Reactant: [Cl:1][C:2]1[CH:3]=[N:4][CH:5]=[C:6]([C:9]=1[NH:10][CH3:11])[C:7]#[N:8].[H-].[Na+].Br[CH2:15][C:16]([O:18][CH2:19][CH3:20])=[O:17].C(OCC)C. The catalyst class is: 3. Product: [CH2:19]([O:18][C:16]([C:15]1[N:10]([CH3:11])[C:9]2[C:2]([Cl:1])=[CH:3][N:4]=[CH:5][C:6]=2[C:7]=1[NH2:8])=[O:17])[CH3:20].